The task is: Predict the product of the given reaction.. This data is from Forward reaction prediction with 1.9M reactions from USPTO patents (1976-2016). (1) Given the reactants O1[C:5]2([CH2:10][CH2:9][CH:8]([CH2:11][O:12][C:13]3[CH:26]=[CH:25][C:16]([CH2:17][N:18]4[CH2:22][C@@H:21]([CH3:23])[O:20][C:19]4=[O:24])=[CH:15][CH:14]=3)[CH2:7][CH2:6]2)[O:4]CC1, predict the reaction product. The product is: [CH3:23][C@H:21]1[O:20][C:19](=[O:24])[N:18]([CH2:17][C:16]2[CH:15]=[CH:14][C:13]([O:12][CH2:11][CH:8]3[CH2:9][CH2:10][C:5](=[O:4])[CH2:6][CH2:7]3)=[CH:26][CH:25]=2)[CH2:22]1. (2) Given the reactants [Li]CCCC.[S].Cl.S1C(SC[C:15]([N:17]2[C:26]3[C:21](=[CH:22][CH:23]=[CH:24][CH:25]=3)[CH2:20][CH2:19][CH2:18]2)=O)=CC2C=CC=CC1=2.S1C(S)=CC2C=CC=CC1=2.[H-].[Na+].ClCC(N1C2C(=CC=CC=2)CCC1)=[O:46], predict the reaction product. The product is: [NH:17]1[CH2:15][CH2:18][CH2:19][C:20](=[O:46])[C:21]2[CH:22]=[CH:23][CH:24]=[CH:25][C:26]1=2. (3) The product is: [CH3:1][CH:2]([C:4]1[C:5]([CH2:30][O:31][CH3:32])=[C:6]([C:23]2[CH:28]=[CH:27][C:26]([F:29])=[CH:25][CH:24]=2)[C:7](/[CH:13]=[CH:14]/[C@@H:15]([OH:21])[CH2:16][C@@H:17]([OH:22])[CH2:18][C:19]([O-:33])=[O:20])=[C:8]([CH:10]([CH3:12])[CH3:11])[N:9]=1)[CH3:3].[Na+:34]. Given the reactants [CH3:1][CH:2]([C:4]1[N:9]=[C:8]([CH:10]([CH3:12])[CH3:11])[C:7](/[CH:13]=[CH:14]/[C@H:15]2[O:21][C:19](=[O:20])[CH2:18][C@H:17]([OH:22])[CH2:16]2)=[C:6]([C:23]2[CH:28]=[CH:27][C:26]([F:29])=[CH:25][CH:24]=2)[C:5]=1[CH2:30][O:31][CH3:32])[CH3:3].[OH-:33].[Na+:34], predict the reaction product.